This data is from Full USPTO retrosynthesis dataset with 1.9M reactions from patents (1976-2016). The task is: Predict the reactants needed to synthesize the given product. Given the product [OH:26][CH:27]1[CH2:30][N:29]([C:2]2[CH:9]=[CH:8][C:7]([B:10]3[O:14][C:13]([CH3:16])([CH3:15])[C:12]([CH3:18])([CH3:17])[O:11]3)=[CH:6][C:3]=2[C:4]#[N:5])[CH2:28]1, predict the reactants needed to synthesize it. The reactants are: F[C:2]1[CH:9]=[CH:8][C:7]([B:10]2[O:14][C:13]([CH3:16])([CH3:15])[C:12]([CH3:18])([CH3:17])[O:11]2)=[CH:6][C:3]=1[C:4]#[N:5].C(=O)([O-])[O-].[K+].[K+].Cl.[OH:26][CH:27]1[CH2:30][NH:29][CH2:28]1.